From a dataset of Forward reaction prediction with 1.9M reactions from USPTO patents (1976-2016). Predict the product of the given reaction. (1) Given the reactants [CH3:1][C:2]1[CH:7]=[CH:6][C:5]([S:8]([N:11]2[CH2:17][CH2:16][C:15]3[CH:18]=[CH:19][C:20]([N+:22]([O-])=O)=[CH:21][C:14]=3[CH2:13][CH2:12]2)(=[O:10])=[O:9])=[CH:4][CH:3]=1, predict the reaction product. The product is: [CH3:1][C:2]1[CH:3]=[CH:4][C:5]([S:8]([N:11]2[CH2:17][CH2:16][C:15]3[CH:18]=[CH:19][C:20]([NH2:22])=[CH:21][C:14]=3[CH2:13][CH2:12]2)(=[O:10])=[O:9])=[CH:6][CH:7]=1. (2) Given the reactants [CH3:1][C:2]1[CH:7]=[CH:6][C:5]([C:8](=[O:16])[CH2:9][CH2:10][CH2:11][CH2:12][CH2:13][CH2:14][CH3:15])=[CH:4][CH:3]=1.[OH-].[K+], predict the reaction product. The product is: [CH3:1][C:2]1[CH:7]=[CH:6][C:5]([CH:8]([OH:16])[CH2:9][CH2:10][CH2:11][CH2:12][CH2:13][CH2:14][CH3:15])=[CH:4][CH:3]=1. (3) Given the reactants [C:1]([NH2:5])([CH3:4])([CH3:3])[CH3:2].Cl[Si:7]([CH:10]1[CH:14]=[CH:13][CH:12]=[CH:11]1)([CH3:9])[CH3:8].C1CC=CC=1, predict the reaction product. The product is: [C:1]([NH:5][Si:7]([CH:10]1[CH:14]=[CH:13][CH:12]=[CH:11]1)([CH3:9])[CH3:8])([CH3:4])([CH3:3])[CH3:2]. (4) The product is: [CH3:22][N:20]1[CH:21]=[C:17]([C:14]2[N:13]=[N:12][C:11]([NH:3][NH:2][C:1]([O:5][C:6]([CH3:9])([CH3:8])[CH3:7])=[O:4])=[CH:16][CH:15]=2)[CH:18]=[N:19]1. Given the reactants [C:1]([O:5][C:6]([CH3:9])([CH3:8])[CH3:7])(=[O:4])[NH:2][NH2:3].Cl[C:11]1[N:12]=[N:13][C:14]([C:17]2[CH:18]=[N:19][N:20]([CH3:22])[CH:21]=2)=[CH:15][CH:16]=1.O.C(=O)([O-])O.[Na+], predict the reaction product.